From a dataset of Forward reaction prediction with 1.9M reactions from USPTO patents (1976-2016). Predict the product of the given reaction. (1) Given the reactants [C:1]([O:5][C:6]([N:8]1[CH2:12][CH2:11][CH2:10][C:9]1([CH2:16][OH:17])[C:13]([OH:15])=O)=[O:7])([CH3:4])([CH3:3])[CH3:2].CCN(C(C)C)C(C)C.CCN=C=NCCCN(C)C.C1C=CC2N(O)N=NC=2C=1.[CH3:48][O:49][C:50](=[O:53])[CH2:51][NH2:52].Cl, predict the reaction product. The product is: [C:1]([O:5][C:6]([N:8]1[CH2:12][CH2:11][CH2:10][C:9]1([CH2:16][OH:17])[C:13](=[O:15])[NH:52][CH2:51][C:50]([O:49][CH3:48])=[O:53])=[O:7])([CH3:2])([CH3:3])[CH3:4]. (2) Given the reactants C(OC(=O)[NH:7][C@H:8]([C:10](=[O:26])[NH:11][C:12]1[CH:17]=[CH:16][C:15]([F:18])=[CH:14][C:13]=1[NH:19][C:20]1[N:25]=[CH:24][CH:23]=[CH:22][N:21]=1)[CH3:9])(C)(C)C.[ClH:28], predict the reaction product. The product is: [ClH:28].[NH2:7][C@@H:8]([CH3:9])[C:10]([NH:11][C:12]1[CH:17]=[CH:16][C:15]([F:18])=[CH:14][C:13]=1[NH:19][C:20]1[N:21]=[CH:22][CH:23]=[CH:24][N:25]=1)=[O:26]. (3) Given the reactants [Cl:1][C:2]1[CH:3]=[C:4]2[C:12](=[C:13]([N+:16]([O-])=O)[C:14]=1[F:15])[NH:11][C:10]1[CH:9]=[N:8][CH:7]=[CH:6][C:5]2=1, predict the reaction product. The product is: [Cl:1][C:2]1[CH:3]=[C:4]2[C:12](=[C:13]([NH2:16])[C:14]=1[F:15])[NH:11][C:10]1[CH:9]=[N:8][CH:7]=[CH:6][C:5]2=1. (4) Given the reactants [CH3:1][O:2][CH2:3][CH2:4][O:5][C:6]([NH:8][NH:9][C:10]([O:12][CH2:13][CH2:14][O:15][CH3:16])=[O:11])=[O:7].N1C=CC=CC=1.ClCl, predict the reaction product. The product is: [CH3:1][O:2][CH2:3][CH2:4][O:5][C:6]([N:8]=[N:9][C:10]([O:12][CH2:13][CH2:14][O:15][CH3:16])=[O:11])=[O:7].